From a dataset of Forward reaction prediction with 1.9M reactions from USPTO patents (1976-2016). Predict the product of the given reaction. (1) Given the reactants [Cl:1][C:2]1[CH:7]=[C:6]2[NH:8][C:9](=[O:32])[C:10]3([CH:15]([C:16]4[CH:21]=[CH:20][CH:19]=[C:18]([Cl:22])[CH:17]=4)[CH2:14][C:13](=[O:23])[NH:12][CH:11]3[C:24]3[CH:29]=[C:28]([Cl:30])[CH:27]=[CH:26][C:25]=3I)[C:5]2=[CH:4][CH:3]=1.C([O-])([O-])=O.[Cs+].[Cs+].C[N:40]([CH3:46])[CH2:41][CH2:42][N:43](C)C.N1C=CN=C1, predict the reaction product. The product is: [Cl:1][C:2]1[CH:7]=[C:6]2[NH:8][C:9](=[O:32])[C:10]3([CH:15]([C:16]4[CH:21]=[CH:20][CH:19]=[C:18]([Cl:22])[CH:17]=4)[CH2:14][C:13](=[O:23])[NH:12][CH:11]3[C:24]3[CH:29]=[C:28]([Cl:30])[CH:27]=[CH:26][C:25]=3[N:40]3[CH:41]=[CH:42][N:43]=[CH:46]3)[C:5]2=[CH:4][CH:3]=1. (2) Given the reactants [N:1]1[CH:6]=[CH:5][CH:4]=[CH:3][C:2]=1[CH2:7][CH2:8][NH:9][C:10]1[CH:15]=[CH:14][C:13]([NH:16][C:17]([C:19]2[C:20]([C:25]3[CH:30]=[CH:29][C:28]([C:31]([F:34])([F:33])[F:32])=[CH:27][CH:26]=3)=[CH:21][CH:22]=[CH:23][CH:24]=2)=[O:18])=[CH:12][CH:11]=1.[Br:35]N1C(=O)CCC1=O.O, predict the reaction product. The product is: [Br:35][C:15]1[CH:14]=[C:13]([NH:16][C:17]([C:19]2[C:20]([C:25]3[CH:26]=[CH:27][C:28]([C:31]([F:32])([F:33])[F:34])=[CH:29][CH:30]=3)=[CH:21][CH:22]=[CH:23][CH:24]=2)=[O:18])[CH:12]=[CH:11][C:10]=1[NH:9][CH2:8][CH2:7][C:2]1[CH:3]=[CH:4][CH:5]=[CH:6][N:1]=1.